Dataset: Catalyst prediction with 721,799 reactions and 888 catalyst types from USPTO. Task: Predict which catalyst facilitates the given reaction. (1) Reactant: C1C(O)=C(O)C(O)=CC=1C(OC1C=C(C(OC[C@H]2O[C@@H](OC(C3C=C(O)C(O)=C(OC(C4C=C(O)C(O)=C(O)C=4)=O)C=3)=O)[C@H](OC(C3C=C(O)C(O)=C(OC(C4C=C(O)C(O)=C(O)C=4)=O)C=3)=O)[C@@H](OC(C3C=C(O)C(O)=C(OC(C4C=C(O)C(O)=C(O)C=4)=O)C=3)=O)[C@@H]2OC(C2C=C(O)C(O)=C(OC(C3C=C(O)C(O)=C(O)C=3)=O)C=2)=O)=O)C=C(O)C=1O)=O.[CH3:123][C:124]1[CH:129]=[C:128]([OH:130])[C:127]2[C:131]([C:133]3[C:138]([OH:139])=[CH:137][C:136](O)=[CH:135][C:134]=3[C:141](=O)[C:126]=2[CH:125]=1)=[O:132]. Product: [CH3:123][C:124]1[CH:125]=[C:126]2[CH:141]=[C:134]3[C:133](=[C:131]([OH:132])[C:127]2=[C:128]([OH:130])[CH:129]=1)[C:138]([OH:139])=[CH:137][CH:136]=[CH:135]3. The catalyst class is: 48. (2) Reactant: C(OC([N:11]1[CH2:15][CH2:14][CH2:13][C@H:12]1[C:16]1[N:17]=[C:18]([C:21]2[CH:26]=[CH:25][C:24]([CH:27]3[CH2:32][CH2:31][CH:30]([C:33]4[N:34]=[C:35]([C@@H:38]5[CH2:42][CH2:41][CH2:40][N:39]5C(OCC5C=CC=CC=5)=O)[NH:36][CH:37]=4)[CH2:29][CH2:28]3)=[CH:23][CH:22]=2)[NH:19][CH:20]=1)=O)C1C=CC=CC=1.C(Cl)(=O)C.[Cl-].[Al+3].[Cl-].[Cl-].Cl. Product: [NH:39]1[CH2:40][CH2:41][CH2:42][C@H:38]1[C:35]1[NH:36][CH:37]=[C:33]([CH:30]2[CH2:31][CH2:32][CH:27]([C:24]3[CH:25]=[CH:26][C:21]([C:18]4[NH:19][CH:20]=[C:16]([C@@H:12]5[CH2:13][CH2:14][CH2:15][NH:11]5)[N:17]=4)=[CH:22][CH:23]=3)[CH2:28][CH2:29]2)[N:34]=1. The catalyst class is: 96. (3) Reactant: C(O[C:4](=[O:10])[CH:5]([CH2:8]Br)[CH2:6]Br)C.[C:11]1(N2CCCC2)[CH2:15]C[CH2:13][CH:12]=1.CCN(C(C)C)C(C)C.CCOC(C)=O. Product: [O:10]=[C:4]1[CH:5]2[CH2:6][CH2:15][CH:11]1[CH2:12][CH2:13][CH2:8]2. The catalyst class is: 23. (4) Reactant: O=P12OP3(OP(OP(O3)(O1)=O)(=O)O2)=O.[Cl:15][CH2:16][C:17]([NH:19][CH2:20][CH2:21][C:22]1[CH:27]=[CH:26][CH:25]=[C:24]([O:28][CH3:29])[CH:23]=1)=O.Cl.CCOCC. Product: [Cl-:15].[Cl:15][CH2:16][C:17]1[C:27]2[C:22](=[CH:23][C:24]([O:28][CH3:29])=[CH:25][CH:26]=2)[CH2:21][CH2:20][NH+:19]=1. The catalyst class is: 28.